From a dataset of Reaction yield outcomes from USPTO patents with 853,638 reactions. Predict the reaction yield, written as a fraction of the theoretical maximum amount of product (1.0 means a 100% yield; for example, 0.34 means a 34% yield). (1) The reactants are [CH3:1][N:2]1[C:6]2[C:7]([C:11]([O:13]C)=O)=[CH:8][CH:9]=[CH:10][C:5]=2[N:4]=[C:3]1[CH2:15][N:16]([CH3:27])[CH:17]1[C:26]2[N:25]=[CH:24][CH:23]=[CH:22][C:21]=2[CH2:20][CH2:19][CH2:18]1.[OH-].[Li+].O=C1N(P(Cl)(N2CCOC2=O)=O)CCO1.[NH2:45][CH2:46][CH2:47][C:48]1[N:52]=[CH:51][NH:50][CH:49]=1.C(N(CC)C(C)C)(C)C. The catalyst is C(#N)C.CN(C)C=O.O1CCCC1.CO. The product is [NH:50]1[CH:49]=[C:48]([CH2:47][CH2:46][NH:45][C:11]([C:7]2[C:6]3[N:2]([CH3:1])[C:3]([CH2:15][N:16]([CH3:27])[CH:17]4[C:26]5[N:25]=[CH:24][CH:23]=[CH:22][C:21]=5[CH2:20][CH2:19][CH2:18]4)=[N:4][C:5]=3[CH:10]=[CH:9][CH:8]=2)=[O:13])[N:52]=[CH:51]1. The yield is 0.180. (2) The reactants are Br[C:2]1[CH:10]=[CH:9][CH:8]=[C:7]2[C:3]=1[CH:4]=[CH:5][NH:6]2.CC1(C)C(C)(C)OB([C:19]2[CH:20]=[C:21]3[C:26](=[CH:27][CH:28]=2)[CH:25]=[C:24]([NH:29][C:30]([C:32]2[CH:36]=[CH:35][S:34][CH:33]=2)=[O:31])[CH:23]=[CH:22]3)O1.C([O-])([O-])=O.[K+].[K+].O1CCOCC1. The catalyst is [Pd].O. The product is [NH:6]1[C:7]2[C:3](=[C:2]([C:19]3[CH:20]=[C:21]4[C:26](=[CH:27][CH:28]=3)[CH:25]=[C:24]([NH:29][C:30]([C:32]3[CH:36]=[CH:35][S:34][CH:33]=3)=[O:31])[CH:23]=[CH:22]4)[CH:10]=[CH:9][CH:8]=2)[CH:4]=[CH:5]1. The yield is 0.220. (3) The reactants are CC1(C)C2C(=C(P(C3C=CC=CC=3)C3C=CC=CC=3)C=CC=2)OC2C(P(C3C=CC=CC=3)C3C=CC=CC=3)=CC=CC1=2.O.O.O.P([O-])([O-])([O-])=O.[K+].[K+].[K+].[CH3:54][S:55]([C:58]1[CH:63]=[CH:62][C:61](Br)=[CH:60][CH:59]=1)(=[O:57])=[O:56].[C:65]([C:68]1[CH:69]=[CH:70][C:71]([CH3:74])=[N:72][CH:73]=1)(=[O:67])[CH3:66]. The catalyst is O.C([O-])(=O)C.[Pd+2].C([O-])(=O)C. The product is [CH3:74][C:71]1[N:72]=[CH:73][C:68]([C:65](=[O:67])[CH2:66][C:61]2[CH:62]=[CH:63][C:58]([S:55]([CH3:54])(=[O:57])=[O:56])=[CH:59][CH:60]=2)=[CH:69][CH:70]=1. The yield is 0.901. (4) The reactants are Cl[C:2]1[N:3]([CH2:10][C@@:11]([CH3:32])([OH:31])[CH2:12][N:13]2[CH2:18][CH2:17][CH:16]([O:19][CH2:20][C:21]3[CH:26]=[CH:25][C:24]([C:27]([F:30])([F:29])[F:28])=[CH:23][CH:22]=3)[CH2:15][CH2:14]2)[CH:4]=[C:5]([N+:7]([O-:9])=[O:8])[N:6]=1.[H-].[Na+].O. The catalyst is CN(C=O)C. The product is [CH3:32][C@@:11]1([CH2:12][N:13]2[CH2:18][CH2:17][CH:16]([O:19][CH2:20][C:21]3[CH:26]=[CH:25][C:24]([C:27]([F:30])([F:29])[F:28])=[CH:23][CH:22]=3)[CH2:15][CH2:14]2)[O:31][C:2]2=[N:6][C:5]([N+:7]([O-:9])=[O:8])=[CH:4][N:3]2[CH2:10]1. The yield is 0.440.